Dataset: Forward reaction prediction with 1.9M reactions from USPTO patents (1976-2016). Task: Predict the product of the given reaction. (1) Given the reactants [CH3:1][S:2][C:3]1[N:8]=[C:7]([NH:9][CH2:10][C:11]2[CH:16]=[CH:15][C:14]([O:17][CH3:18])=[C:13]([Cl:19])[CH:12]=2)[C:6]([CH:20]=O)=[CH:5][N:4]=1.[C:22](OC)(=[O:28])[CH2:23][C:24]([O:26][CH3:27])=[O:25].N1CCCCC1.C(O)(=O)C, predict the reaction product. The product is: [CH3:1][S:2][C:3]1[N:4]=[CH:5][C:6]2[CH:20]=[C:23]([C:24]([O:26][CH3:27])=[O:25])[C:22](=[O:28])[N:9]([CH2:10][C:11]3[CH:16]=[CH:15][C:14]([O:17][CH3:18])=[C:13]([Cl:19])[CH:12]=3)[C:7]=2[N:8]=1. (2) Given the reactants Cl[C:2]1[C:7]2=[N:8][N:9]=[CH:10][N:6]2[N:5]=[C:4]([C:11]2[CH:16]=[CH:15][C:14]([C:17]([F:20])([F:19])[F:18])=[CH:13][CH:12]=2)[N:3]=1.Cl.[NH2:22][C:23]1[C:28]([C:29](=[O:34])[C:30]([F:33])([F:32])[F:31])=[CH:27][CH:26]=[C:25]([NH:35][CH2:36][CH2:37][NH2:38])[N:24]=1.C(N(CC)C(C)C)(C)C, predict the reaction product. The product is: [NH2:22][C:23]1[C:28]([C:29](=[O:34])[C:30]([F:31])([F:33])[F:32])=[CH:27][CH:26]=[C:25]([NH:35][CH2:36][CH2:37][NH:38][C:2]2[C:7]3=[N:8][N:9]=[CH:10][N:6]3[N:5]=[C:4]([C:11]3[CH:16]=[CH:15][C:14]([C:17]([F:20])([F:19])[F:18])=[CH:13][CH:12]=3)[N:3]=2)[N:24]=1.